Dataset: Forward reaction prediction with 1.9M reactions from USPTO patents (1976-2016). Task: Predict the product of the given reaction. (1) The product is: [C:27]([C:29]1[CH:35]=[CH:34][C:32]([NH:33][C:22]([C:19]2[N:20]=[CH:21][C:16]3[N:17]([C:13]([C:10]4[CH:11]=[CH:12][C:7]([C:6]([F:26])([F:25])[F:5])=[CH:8][CH:9]=4)=[CH:14][N:15]=3)[CH:18]=2)=[O:23])=[CH:31][CH:30]=1)#[N:28]. Given the reactants C(Cl)CCl.[F:5][C:6]([F:26])([F:25])[C:7]1[CH:12]=[CH:11][C:10]([C:13]2[N:17]3[CH:18]=[C:19]([C:22](O)=[O:23])[N:20]=[CH:21][C:16]3=[N:15][CH:14]=2)=[CH:9][CH:8]=1.[C:27]([C:29]1[CH:35]=[CH:34][C:32]([NH2:33])=[CH:31][CH:30]=1)#[N:28].C(N(C(C)C)CC)(C)C.C1C=CC2N(O)N=NC=2C=1, predict the reaction product. (2) Given the reactants [CH3:1][O:2][C:3]1[CH:8]=[C:7]([O:9][CH3:10])[CH:6]=[CH:5][C:4]=1B(O)O.[C:14]([C:17]1[CH:18]=[CH:19][C:20](OS(C(F)(F)F)(=O)=O)=[C:21]([CH:26]=1)[C:22]([O:24][CH3:25])=[O:23])(=[O:16])[CH3:15].C([O-])([O-])=O.[K+].[K+].C([O-])(O)=O.[Na+], predict the reaction product. The product is: [C:14]([C:17]1[CH:26]=[C:21]([C:22]([O:24][CH3:25])=[O:23])[C:20]([C:4]2[CH:5]=[CH:6][C:7]([O:9][CH3:10])=[CH:8][C:3]=2[O:2][CH3:1])=[CH:19][CH:18]=1)(=[O:16])[CH3:15]. (3) Given the reactants [C:1]([O:5][C:6]([NH:8][C:9]1[C:14]([C:15]([OH:17])=[O:16])=[CH:13][C:12]([F:18])=[N:11][CH:10]=1)=[O:7])([CH3:4])([CH3:3])[CH3:2].[CH3:19][Si](C=[N+]=[N-])(C)C, predict the reaction product. The product is: [C:1]([O:5][C:6]([NH:8][C:9]1[C:14]([C:15]([O:17][CH3:19])=[O:16])=[CH:13][C:12]([F:18])=[N:11][CH:10]=1)=[O:7])([CH3:4])([CH3:2])[CH3:3]. (4) Given the reactants [NH2:1][C:2]1[N:7]=[C:6]([NH:8][C:9]2[CH:17]=[CH:16][C:12]([C:13](O)=[O:14])=[CH:11][CH:10]=2)[CH:5]=[C:4]([C:18]2[CH:23]=[C:22]([Br:24])[CH:21]=[CH:20][C:19]=2[O:25][CH2:26][CH3:27])[N:3]=1.[N:28]1([OH:37])C2C=CC=CC=2N=N1.Cl.CN(C)CCCN=C=NCC.Cl.NO.C(N(CC)CC)C, predict the reaction product. The product is: [NH2:1][C:2]1[N:7]=[C:6]([NH:8][C:9]2[CH:17]=[CH:16][C:12]([C:13]([NH:28][OH:37])=[O:14])=[CH:11][CH:10]=2)[CH:5]=[C:4]([C:18]2[CH:23]=[C:22]([Br:24])[CH:21]=[CH:20][C:19]=2[O:25][CH2:26][CH3:27])[N:3]=1. (5) Given the reactants [OH-].[K+].[CH3:3][N:4](C(OC1C=CC=CC=1)=O)[CH2:5][CH2:6][C@H:7]([O:13][C:14]1[C:23]2[C:18](=[CH:19][CH:20]=[CH:21][CH:22]=2)[CH:17]=[CH:16][CH:15]=1)[C:8]1[S:9][CH:10]=[CH:11][CH:12]=1, predict the reaction product. The product is: [CH3:3][NH:4][CH2:5][CH2:6][C@H:7]([O:13][C:14]1[C:23]2[C:18](=[CH:19][CH:20]=[CH:21][CH:22]=2)[CH:17]=[CH:16][CH:15]=1)[C:8]1[S:9][CH:10]=[CH:11][CH:12]=1.